From a dataset of Full USPTO retrosynthesis dataset with 1.9M reactions from patents (1976-2016). Predict the reactants needed to synthesize the given product. (1) Given the product [CH2:19]([O:18][C:16]([NH:15][CH:9]1[C:8]2[C:13](=[CH:14][C:5]([C:3]([OH:4])=[O:2])=[CH:6][CH:7]=2)[O:12][CH2:11][CH2:10]1)=[O:17])[C:20]1[CH:25]=[CH:24][CH:23]=[CH:22][CH:21]=1, predict the reactants needed to synthesize it. The reactants are: C[O:2][C:3]([C:5]1[CH:14]=[C:13]2[C:8]([CH:9]([NH:15][C:16]([O:18][CH2:19][C:20]3[CH:25]=[CH:24][CH:23]=[CH:22][CH:21]=3)=[O:17])[CH2:10][CH2:11][O:12]2)=[CH:7][CH:6]=1)=[O:4].[OH-].[Na+]. (2) Given the product [Br:1][C:2]1[CH:3]=[C:4]([O:13][CH3:14])[C:5]2[O:9][CH:8]([CH2:10][NH:11][C:15](=[O:16])[O:17][C:18]([CH3:21])([CH3:20])[CH3:19])[CH2:7][C:6]=2[CH:12]=1, predict the reactants needed to synthesize it. The reactants are: [Br:1][C:2]1[CH:3]=[C:4]([O:13][CH3:14])[C:5]2[O:9][CH:8]([CH2:10][NH2:11])[CH2:7][C:6]=2[CH:12]=1.[C:15](O[C:15]([O:17][C:18]([CH3:21])([CH3:20])[CH3:19])=[O:16])([O:17][C:18]([CH3:21])([CH3:20])[CH3:19])=[O:16].C(N(CC)CC)C.O. (3) Given the product [O:10]1[CH2:15][CH2:14][N:13]([CH2:16][CH2:17][O:18][C:19]2[CH:26]=[CH:25][C:22](/[CH:23]=[CH:1]/[C:2](=[O:7])[CH2:3][C:4](=[O:6])/[CH:5]=[CH:30]/[C:29]3[CH:21]=[CH:20][C:19]([O:18][CH2:17][CH2:16][N:13]4[CH2:14][CH2:32][O:35][CH2:11][CH2:12]4)=[CH:27][CH:28]=3)=[CH:21][CH:20]=2)[CH2:12][CH2:11]1, predict the reactants needed to synthesize it. The reactants are: [CH3:1][C:2](=[O:7])[CH2:3][C:4](=[O:6])[CH3:5].[B]=O.[O:10]1[CH2:15][CH2:14][N:13]([CH2:16][CH2:17][O:18][C:19]2[CH:26]=[CH:25][C:22]([CH:23]=O)=[CH:21][CH:20]=2)[CH2:12][CH2:11]1.[CH2:27](N)[CH2:28][CH2:29][CH3:30].[C:32]([O-:35])([O-])=O.[K+].[K+]. (4) Given the product [NH:19]([C:31]([O:33][CH2:34][CH:35]1[C:47]2[C:42](=[CH:43][CH:44]=[CH:45][CH:46]=2)[C:41]2[C:36]1=[CH:37][CH:38]=[CH:39][CH:40]=2)=[O:32])[C@H:20]([C:28]([NH:1][C@H:2]([C:4]([O:6][C:7]([CH3:10])([CH3:9])[CH3:8])=[O:5])[CH3:3])=[O:29])[CH2:21][C:22]1[CH:27]=[CH:26][CH:25]=[CH:24][CH:23]=1, predict the reactants needed to synthesize it. The reactants are: [NH2:1][C@H:2]([C:4]([O:6][C:7]([CH3:10])([CH3:9])[CH3:8])=[O:5])[CH3:3].Cl.C(N(CC)CC)C.[NH:19]([C:31]([O:33][CH2:34][CH:35]1[C:47]2[C:42](=[CH:43][CH:44]=[CH:45][CH:46]=2)[C:41]2[C:36]1=[CH:37][CH:38]=[CH:39][CH:40]=2)=[O:32])[C@H:20]([C:28](O)=[O:29])[CH2:21][C:22]1[CH:27]=[CH:26][CH:25]=[CH:24][CH:23]=1.C1C=CC2N(O)N=NC=2C=1.CCN=C=NCCCN(C)C.Cl. (5) Given the product [NH2:13][C:2]1([CH3:1])[CH2:5][N:4]([CH2:6][C:7]2[CH:8]=[CH:9][CH:10]=[CH:11][CH:12]=2)[CH2:3]1, predict the reactants needed to synthesize it. The reactants are: [CH3:1][C:2]1([N+:13]([O-])=O)[CH2:5][N:4]([CH2:6][C:7]2[CH:12]=[CH:11][CH:10]=[CH:9][CH:8]=2)[CH2:3]1.C(O)(=O)C.ClCCl. (6) Given the product [NH2:1][C:2]1[C:11]2[CH:10]=[CH:9][CH:8]=[C:7]([C:23]3[CH:24]=[CH:25][C:20]([F:19])=[CH:21][C:22]=3[O:29][CH3:30])[C:6]=2[N:5]=[C:4]2[CH2:13][N:14]([CH2:17][CH3:18])[C:15](=[O:16])[C:3]=12, predict the reactants needed to synthesize it. The reactants are: [NH2:1][C:2]1[C:11]2[CH:10]=[CH:9][CH:8]=[C:7](Br)[C:6]=2[N:5]=[C:4]2[CH2:13][N:14]([CH2:17][CH3:18])[C:15](=[O:16])[C:3]=12.[F:19][C:20]1[CH:25]=[CH:24][C:23](B(O)O)=[C:22]([O:29][CH3:30])[CH:21]=1. (7) Given the product [CH3:1][C:2]1[CH:7]=[CH:6][C:5]([NH2:8])=[CH:4][C:3]=1[NH:11][C:12]1[S:13][CH:14]=[C:15]([C:17]2[CH:18]=[N:19][CH:20]=[CH:21][CH:22]=2)[N:16]=1, predict the reactants needed to synthesize it. The reactants are: [CH3:1][C:2]1[CH:7]=[CH:6][C:5]([N+:8]([O-])=O)=[CH:4][C:3]=1[NH:11][C:12]1[S:13][CH:14]=[C:15]([C:17]2[CH:18]=[N:19][CH:20]=[CH:21][CH:22]=2)[N:16]=1.[H][H]. (8) Given the product [Cl:6][C:7]1[CH:8]=[CH:9][C:10]([NH:27][C:28]2[C:36]3[C:31](=[CH:32][N:33]=[CH:34][CH:35]=3)[O:30][C:29]=2[C:37]2[N:38]=[CH:39][CH:40]=[CH:41][N:42]=2)=[C:11]2[C:15]=1[N:14]([C:16]([O:18][C:19]([CH3:20])([CH3:22])[CH3:21])=[O:17])[N:13]=[C:12]2[CH2:23][CH2:24][CH2:25][O:26][S:2]([CH3:1])(=[O:4])=[O:3], predict the reactants needed to synthesize it. The reactants are: [CH3:1][S:2](Cl)(=[O:4])=[O:3].[Cl:6][C:7]1[CH:8]=[CH:9][C:10]([NH:27][C:28]2[C:36]3[C:31](=[CH:32][N:33]=[CH:34][CH:35]=3)[O:30][C:29]=2[C:37]2[N:42]=[CH:41][CH:40]=[CH:39][N:38]=2)=[C:11]2[C:15]=1[N:14]([C:16]([O:18][C:19]([CH3:22])([CH3:21])[CH3:20])=[O:17])[N:13]=[C:12]2[CH2:23][CH2:24][CH2:25][OH:26].C(N(CC)CC)C. (9) Given the product [Cl:8][C:9]1[CH:10]=[CH:11][C:12]([CH2:33][NH:34][C:35]2[CH:40]=[CH:39][C:38]([C:41]3[CH:46]=[CH:45][CH:44]=[C:43]([O:47][C:48]([F:51])([F:49])[F:50])[CH:42]=3)=[CH:37][CH:36]=2)=[C:13]([C:15]2[CH:16]=[CH:17][C:18]([C:21]([NH:23][CH2:24][CH2:25][C:26]([OH:28])=[O:27])=[O:22])=[N:19][CH:20]=2)[CH:14]=1, predict the reactants needed to synthesize it. The reactants are: Cl.O1CCOCC1.[Cl:8][C:9]1[CH:10]=[CH:11][C:12]([CH2:33][NH:34][C:35]2[CH:40]=[CH:39][C:38]([C:41]3[CH:46]=[CH:45][CH:44]=[C:43]([O:47][C:48]([F:51])([F:50])[F:49])[CH:42]=3)=[CH:37][CH:36]=2)=[C:13]([C:15]2[CH:16]=[CH:17][C:18]([C:21]([NH:23][CH2:24][CH2:25][C:26]([O:28]C(C)(C)C)=[O:27])=[O:22])=[N:19][CH:20]=2)[CH:14]=1. (10) Given the product [NH2:1][C:2]1[C:3]([C:8]([O:10][CH3:11])=[O:9])=[N:4][C:5]([Br:12])=[CH:6][N:7]=1, predict the reactants needed to synthesize it. The reactants are: [NH2:1][C:2]1[C:3]([C:8]([O:10][CH3:11])=[O:9])=[N:4][CH:5]=[CH:6][N:7]=1.[Br:12]Br.